Task: Predict the product of the given reaction.. Dataset: Forward reaction prediction with 1.9M reactions from USPTO patents (1976-2016) (1) Given the reactants [F:1][C:2]1[CH:7]=[C:6]([F:8])[CH:5]=[CH:4][C:3]=1[NH2:9].Br[C:11]1[CH:16]=[CH:15][C:14]([C:17]([C:19]2[CH:24]=[C:23]([O:25][CH2:26][C:27]3[CH:32]=[CH:31][C:30]([O:33][CH3:34])=[CH:29][CH:28]=3)[CH:22]=[CH:21][C:20]=2[CH3:35])=[O:18])=[C:13]([N+:36]([O-:38])=[O:37])[CH:12]=1.C1C=CC(P(C2C=CC3C(=CC=CC=3)C=2C2C3C(=CC=CC=3)C=CC=2P(C2C=CC=CC=2)C2C=CC=CC=2)C2C=CC=CC=2)=CC=1.C([O-])([O-])=O.[Cs+].[Cs+], predict the reaction product. The product is: [F:1][C:2]1[CH:7]=[C:6]([F:8])[CH:5]=[CH:4][C:3]=1[NH:9][C:11]1[CH:16]=[CH:15][C:14]([C:17]([C:19]2[CH:24]=[C:23]([O:25][CH2:26][C:27]3[CH:32]=[CH:31][C:30]([O:33][CH3:34])=[CH:29][CH:28]=3)[CH:22]=[CH:21][C:20]=2[CH3:35])=[O:18])=[C:13]([N+:36]([O-:38])=[O:37])[CH:12]=1. (2) Given the reactants [OH:1][C@@H:2]([CH3:22])[C:3]([N:5]1[CH2:10][CH2:9][N:8]([C:11]2[CH:16]=[CH:15][C:14]([N+:17]([O-:19])=[O:18])=[CH:13][C:12]=2[O:20][CH3:21])[CH2:7][CH2:6]1)=O.B.C1COCC1.CO, predict the reaction product. The product is: [CH3:21][O:20][C:12]1[CH:13]=[C:14]([N+:17]([O-:19])=[O:18])[CH:15]=[CH:16][C:11]=1[N:8]1[CH2:7][CH2:6][N:5]([CH2:3][C@@H:2]([OH:1])[CH3:22])[CH2:10][CH2:9]1. (3) Given the reactants [CH3:1][S:2](Cl)(=[O:4])=[O:3].[Br:6][C:7]1[CH:8]=[C:9]([C:13]2([C:21]3[CH:26]=[CH:25][C:24]([OH:27])=[CH:23][CH:22]=3)[NH:17][C:16](=[S:18])[N:15]([CH3:19])[C:14]2=[O:20])[CH:10]=[N:11][CH:12]=1.C(N(CC)CC)C.C(=O)(O)[O-].[Na+], predict the reaction product. The product is: [CH3:1][S:2]([O:27][C:24]1[CH:25]=[CH:26][C:21]([C:13]2([C:9]3[CH:10]=[N:11][CH:12]=[C:7]([Br:6])[CH:8]=3)[C:14](=[O:20])[N:15]([CH3:19])[C:16](=[S:18])[NH:17]2)=[CH:22][CH:23]=1)(=[O:4])=[O:3]. (4) The product is: [NH2:1][C:4]1[CH:5]=[CH:6][C:7]([S:10]([C:13]2[CH:14]=[C:15]3[C:19](=[CH:20][CH:21]=2)[N:18]([CH3:22])[C:17]2[CH2:23][CH:24]4[NH:28][CH:27]([C:16]3=2)[CH2:26][CH2:25]4)(=[O:12])=[O:11])=[CH:8][CH:9]=1. Given the reactants [N+:1]([C:4]1[CH:9]=[CH:8][C:7]([S:10]([C:13]2[CH:21]=[CH:20][C:19]3[N:18]([CH3:22])[C:17]4[CH2:23][CH:24]5[NH:28][CH:27]([C:16]=4[C:15]=3[C:14]=2C(OC(C)(C)C)=O)[CH2:26][CH2:25]5)(=[O:12])=[O:11])=[CH:6][CH:5]=1)([O-])=O.C(O)(C(F)(F)F)=O, predict the reaction product. (5) The product is: [CH2:16]([C:4]1[CH:5]=[C:6]([NH:8][C:9]2[CH:14]=[CH:13][C:12]([CH3:15])=[CH:11][CH:10]=2)[N:7]=[C:2]([N:21]2[CH2:20][CH2:19][N:18]([C:24]([O:26][C:27]([CH3:30])([CH3:29])[CH3:28])=[O:25])[CH2:23][CH2:22]2)[N:3]=1)[CH3:17]. Given the reactants Cl[C:2]1[N:7]=[C:6]([NH:8][C:9]2[CH:14]=[CH:13][C:12]([CH3:15])=[CH:11][CH:10]=2)[CH:5]=[C:4]([CH2:16][CH3:17])[N:3]=1.[N:18]1([C:24]([O:26][C:27]([CH3:30])([CH3:29])[CH3:28])=[O:25])[CH2:23][CH2:22][NH:21][CH2:20][CH2:19]1.C(N(CC)C(C)C)(C)C, predict the reaction product. (6) Given the reactants [N:1]1([C:6]2[S:14][C:13]3[C:12]([C:15]#[N:16])=[CH:11][N:10]=[C:9]([NH:17]CC4C=CC(OC)=CC=4)[C:8]=3[CH:7]=2)[CH:5]=[CH:4][N:3]=[CH:2]1.[OH:27]S(O)(=O)=O, predict the reaction product. The product is: [NH2:17][C:9]1[C:8]2[CH:7]=[C:6]([N:1]3[CH:5]=[CH:4][N:3]=[CH:2]3)[S:14][C:13]=2[C:12]([C:15]([NH2:16])=[O:27])=[CH:11][N:10]=1. (7) Given the reactants [OH:1][C:2]1[C:3]([O:20][CH3:21])=[C:4]([C:10]2[CH:18]=[CH:17][CH:16]=[C:15]3[C:11]=2[CH2:12][CH2:13][C:14]3=[O:19])[CH:5]=[CH:6][C:7]=1[O:8][CH3:9].C(=O)([O-])[O-].[K+].[K+].Br[CH2:29][C:30]1([CH2:34][O:35][CH3:36])[CH2:33][O:32][CH2:31]1, predict the reaction product. The product is: [CH3:21][O:20][C:3]1[C:2]([O:1][CH2:29][C:30]2([CH2:34][O:35][CH3:36])[CH2:33][O:32][CH2:31]2)=[C:7]([O:8][CH3:9])[CH:6]=[CH:5][C:4]=1[C:10]1[CH:18]=[CH:17][CH:16]=[C:15]2[C:11]=1[CH2:12][CH2:13][C:14]2=[O:19].